This data is from Forward reaction prediction with 1.9M reactions from USPTO patents (1976-2016). The task is: Predict the product of the given reaction. (1) Given the reactants [NH:1]1[CH:5]=[N:4][CH:3]=[N:2]1.[H-].[Na+].CS(O[CH2:13][C:14]1([C:24]2[CH:29]=[CH:28][C:27]([F:30])=[CH:26][CH:25]=2)[CH:16]([C:17]2[C:18]([Cl:23])=[N:19][CH:20]=[CH:21][CH:22]=2)[O:15]1)(=O)=O, predict the reaction product. The product is: [N:1]1([CH2:13][C:14]2([C:24]3[CH:29]=[CH:28][C:27]([F:30])=[CH:26][CH:25]=3)[O:15][CH:16]2[C:17]2[C:18]([Cl:23])=[N:19][CH:20]=[CH:21][CH:22]=2)[CH:5]=[N:4][CH:3]=[N:2]1. (2) Given the reactants C1(P(C2C=CC=CC=2)C2C=CC=CC=2)C=CC=CC=1.[C:20]([Cl:24])(Cl)(Cl)Cl.[C:25]1([C@@:31]2(CO)[CH2:33][C@H:32]2[CH2:34][O:35][CH2:36][C:37]2[CH:42]=[CH:41][CH:40]=[CH:39][CH:38]=2)[CH:30]=[CH:29][CH:28]=[CH:27][CH:26]=1, predict the reaction product. The product is: [Cl:24][CH2:20][C@:31]1([C:25]2[CH:26]=[CH:27][CH:28]=[CH:29][CH:30]=2)[CH2:33][C@H:32]1[CH2:34][O:35][CH2:36][C:37]1[CH:38]=[CH:39][CH:40]=[CH:41][CH:42]=1. (3) Given the reactants CC(C1C=C(C(C)C)C(C2C=CC=CC=2P(C2CCCCC2)C2CCCCC2)=C(C(C)C)C=1)C.Cl[C:36]1[C:45]2[C:40](=[CH:41][C:42]([F:46])=[CH:43][CH:44]=2)[N:39]=[C:38]([C:47]2[CH:48]=[N:49][CH:50]=[C:51]([F:53])[CH:52]=2)[C:37]=1[CH3:54].[NH2:55][C:56]1[CH:57]=[C:58]([NH:68][C:69](=[O:71])[CH3:70])[CH:59]=[C:60]([N:62]2[CH2:67][CH2:66][O:65][CH2:64][CH2:63]2)[CH:61]=1.C(=O)([O-])[O-].[K+].[K+], predict the reaction product. The product is: [F:46][C:42]1[CH:41]=[C:40]2[C:45]([C:36]([NH:55][C:56]3[CH:57]=[C:58]([NH:68][C:69](=[O:71])[CH3:70])[CH:59]=[C:60]([N:62]4[CH2:67][CH2:66][O:65][CH2:64][CH2:63]4)[CH:61]=3)=[C:37]([CH3:54])[C:38]([C:47]3[CH:48]=[N:49][CH:50]=[C:51]([F:53])[CH:52]=3)=[N:39]2)=[CH:44][CH:43]=1. (4) Given the reactants [C:1]1([C:10]2[CH:15]=[CH:14][CH:13]=[CH:12][CH:11]=2)[CH:6]=[CH:5][C:4]([C:7](Cl)=[O:8])=[CH:3][CH:2]=1.[CH2:16]([NH2:19])[CH2:17][NH2:18].O, predict the reaction product. The product is: [NH2:18][CH2:17][CH2:16][NH:19][C:7]([C:4]1[CH:5]=[CH:6][C:1]([C:10]2[CH:15]=[CH:14][CH:13]=[CH:12][CH:11]=2)=[CH:2][CH:3]=1)=[O:8]. (5) The product is: [C:40]([O:39][C:37]([N:23]1[C@H:24]([C:28]2[CH:29]=[C:30]([F:36])[C:31]([F:35])=[C:32]([F:34])[CH:33]=2)[CH2:25][O:26][CH2:27][C@@H:22]1[CH2:21][CH2:20][CH2:19][C:18]([OH:2])=[O:17])=[O:38])([CH3:43])([CH3:42])[CH3:41]. Given the reactants C(=O)([O-])[OH:2].[Na+].CC1(C)N([O])C(C)(C)CCC1.[OH:17][CH2:18][CH2:19][CH2:20][CH2:21][C@H:22]1[CH2:27][O:26][CH2:25][C@@H:24]([C:28]2[CH:33]=[C:32]([F:34])[C:31]([F:35])=[C:30]([F:36])[CH:29]=2)[N:23]1[C:37]([O:39][C:40]([CH3:43])([CH3:42])[CH3:41])=[O:38].Cl[O-].[Na+].S([O-])([O-])=O.[Na+].[Na+].Cl, predict the reaction product.